This data is from Reaction yield outcomes from USPTO patents with 853,638 reactions. The task is: Predict the reaction yield, written as a fraction of the theoretical maximum amount of product (1.0 means a 100% yield; for example, 0.34 means a 34% yield). (1) The reactants are [F:1][C:2]1[CH:3]=[C:4]([C:26]([O:28]CC)=O)[C:5]2[C:6](=O)[CH:7]([C:18]3[CH:23]=[CH:22][C:21]([F:24])=[CH:20][CH:19]=3)[CH:8]([C:12]3[N:13]([CH3:17])[CH:14]=[CH:15][N:16]=3)[NH:9][C:10]=2[CH:11]=1.O.[NH2:32][NH2:33]. The catalyst is CO. The product is [F:1][C:2]1[CH:11]=[C:10]2[NH:9][CH:8]([C:12]3[N:13]([CH3:17])[CH:14]=[CH:15][N:16]=3)[CH:7]([C:18]3[CH:23]=[CH:22][C:21]([F:24])=[CH:20][CH:19]=3)[C:6]3=[N:32][NH:33][C:26](=[O:28])[C:4]([CH:3]=1)=[C:5]23. The yield is 0.140. (2) The reactants are [Cl:1][C:2]1[C:7]([Cl:8])=[CH:6][CH:5]=[CH:4][C:3]=1[N:9]1[CH2:14][CH2:13][N:12]([CH2:15][CH2:16][CH2:17][CH:18]=[CH:19][C:20]2[N:29]=[C:28]3[C:23]([CH2:24][CH2:25][C:26](=[O:30])[NH:27]3)=[CH:22][CH:21]=2)[CH2:11][CH2:10]1. The catalyst is CCO.C1COCC1.[Ni]. The product is [Cl:1][C:2]1[C:7]([Cl:8])=[CH:6][CH:5]=[CH:4][C:3]=1[N:9]1[CH2:14][CH2:13][N:12]([CH2:15][CH2:16][CH2:17][CH2:18][CH2:19][C:20]2[N:29]=[C:28]3[C:23]([CH2:24][CH2:25][C:26](=[O:30])[NH:27]3)=[CH:22][CH:21]=2)[CH2:11][CH2:10]1. The yield is 0.850.